From a dataset of Cav3 T-type calcium channel HTS with 100,875 compounds. Binary Classification. Given a drug SMILES string, predict its activity (active/inactive) in a high-throughput screening assay against a specified biological target. The drug is N(c1ccc(cc1)/C=N\c1ccc(N(C)C)cc1)(C)C. The result is 0 (inactive).